This data is from Catalyst prediction with 721,799 reactions and 888 catalyst types from USPTO. The task is: Predict which catalyst facilitates the given reaction. (1) Reactant: I[C:2]1[N:7]=[C:6]([CH3:8])[CH:5]=[CH:4][C:3]=1[OH:9].[CH3:10][Si:11]([C:14]#[CH:15])([CH3:13])[CH3:12]. Product: [CH3:8][C:6]1[N:7]=[C:2]2[CH:15]=[C:14]([Si:11]([CH3:13])([CH3:12])[CH3:10])[O:9][C:3]2=[CH:4][CH:5]=1. The catalyst class is: 66. (2) Reactant: [C:1]([O:5][C:6]([N:8]([C:30]([O:32][C:33]([CH3:36])([CH3:35])[CH3:34])=[O:31])[C@H:9]([C:23]([O:25][C:26]([CH3:29])([CH3:28])[CH3:27])=[O:24])[CH2:10][CH2:11][CH:12]([OH:22])[C:13]#[C:14][C:15]([O:17][C:18]([CH3:21])([CH3:20])[CH3:19])=[O:16])=[O:7])([CH3:4])([CH3:3])[CH3:2]. Product: [C:1]([O:5][C:6]([N:8]([C:30]([O:32][C:33]([CH3:36])([CH3:35])[CH3:34])=[O:31])[C@@H:9]([CH2:10][CH2:11][CH:12]([OH:22])[CH2:13][CH2:14][C:15]([O:17][C:18]([CH3:21])([CH3:20])[CH3:19])=[O:16])[C:23]([O:25][C:26]([CH3:29])([CH3:28])[CH3:27])=[O:24])=[O:7])([CH3:2])([CH3:3])[CH3:4]. The catalyst class is: 153.